Dataset: NCI-60 drug combinations with 297,098 pairs across 59 cell lines. Task: Regression. Given two drug SMILES strings and cell line genomic features, predict the synergy score measuring deviation from expected non-interaction effect. (1) Drug 1: CC1CCC2CC(C(=CC=CC=CC(CC(C(=O)C(C(C(=CC(C(=O)CC(OC(=O)C3CCCCN3C(=O)C(=O)C1(O2)O)C(C)CC4CCC(C(C4)OC)OCCO)C)C)O)OC)C)C)C)OC. Drug 2: CN1C2=C(C=C(C=C2)N(CCCl)CCCl)N=C1CCCC(=O)O.Cl. Cell line: OVCAR3. Synergy scores: CSS=11.3, Synergy_ZIP=-1.08, Synergy_Bliss=1.47, Synergy_Loewe=-17.7, Synergy_HSA=-0.948. (2) Drug 1: CC1CCC2CC(C(=CC=CC=CC(CC(C(=O)C(C(C(=CC(C(=O)CC(OC(=O)C3CCCCN3C(=O)C(=O)C1(O2)O)C(C)CC4CCC(C(C4)OC)O)C)C)O)OC)C)C)C)OC. Drug 2: CC1=C2C(C(=O)C3(C(CC4C(C3C(C(C2(C)C)(CC1OC(=O)C(C(C5=CC=CC=C5)NC(=O)OC(C)(C)C)O)O)OC(=O)C6=CC=CC=C6)(CO4)OC(=O)C)O)C)O. Cell line: A498. Synergy scores: CSS=2.32, Synergy_ZIP=2.38, Synergy_Bliss=7.36, Synergy_Loewe=4.04, Synergy_HSA=4.81. (3) Drug 1: CC1=CC2C(CCC3(C2CCC3(C(=O)C)OC(=O)C)C)C4(C1=CC(=O)CC4)C. Drug 2: C1=CC(=CC=C1CCCC(=O)O)N(CCCl)CCCl. Cell line: OVCAR-8. Synergy scores: CSS=9.84, Synergy_ZIP=-8.70, Synergy_Bliss=-1.03, Synergy_Loewe=-11.4, Synergy_HSA=-2.09.